The task is: Predict which catalyst facilitates the given reaction.. This data is from Catalyst prediction with 721,799 reactions and 888 catalyst types from USPTO. (1) Reactant: [OH:1][C:2]1[CH:17]=[C:16]([CH3:18])[C:5]([C:6]([NH:8][CH:9]2[CH2:14][CH2:13][CH2:12][CH2:11][CH:10]2[CH3:15])=[O:7])=[C:4]([CH3:19])[CH:3]=1.[OH-].[K+].[CH2:22](I)[CH2:23][CH3:24]. Product: [CH3:18][C:16]1[CH:17]=[C:2]([O:1][CH2:22][CH2:23][CH3:24])[CH:3]=[C:4]([CH3:19])[C:5]=1[C:6]([NH:8][CH:9]1[CH2:14][CH2:13][CH2:12][CH2:11][CH:10]1[CH3:15])=[O:7]. The catalyst class is: 14. (2) The catalyst class is: 10. Reactant: [CH2:1]([O:3][C:4]([C@@H:6]([NH:15][C@H:16]([C:18]([N:20]1[CH2:27][CH2:26][CH2:25][C@H:21]1[C:22]([OH:24])=[O:23])=[O:19])[CH3:17])[CH2:7][CH2:8][C:9]1[CH:14]=[CH:13][CH:12]=[CH:11][CH:10]=1)=[O:5])[CH3:2].[C:28]([OH:35])(=[O:34])/[CH:29]=[CH:30]\[C:31]([OH:33])=[O:32]. Product: [C:28]([OH:35])(=[O:34])/[CH:29]=[CH:30]\[C:31]([OH:33])=[O:32].[CH2:1]([O:3][C:4]([C@@H:6]([NH:15][C@H:16]([C:18]([N:20]1[CH2:27][CH2:26][CH2:25][C@H:21]1[C:22]([OH:24])=[O:23])=[O:19])[CH3:17])[CH2:7][CH2:8][C:9]1[CH:14]=[CH:13][CH:12]=[CH:11][CH:10]=1)=[O:5])[CH3:2]. (3) Reactant: C(N(CC)C(C)C)(C)C.CN(C(ON1N=NC2C=CC=NC1=2)=[N+](C)C)C.F[P-](F)(F)(F)(F)F.[CH3:34][CH:35]1[NH:42][CH2:41][CH:40]2[N:37]([CH2:38][CH2:39]2)[C:36]1=[O:43].[Cl:44][C:45]1[CH:50]=[CH:49][N:48]=[C:47]([CH2:51][NH:52][C:53]2[O:54][C:55]3[C:61]([O:62][CH3:63])=[CH:60][C:59]([C:64](O)=[O:65])=[CH:58][C:56]=3[N:57]=2)[CH:46]=1. Product: [Cl:44][C:45]1[CH:50]=[CH:49][N:48]=[C:47]([CH2:51][NH:52][C:53]2[O:54][C:55]3[C:61]([O:62][CH3:63])=[CH:60][C:59]([C:64]([N:42]4[CH2:41][CH:40]5[N:37]([CH2:38][CH2:39]5)[C:36](=[O:43])[CH:35]4[CH3:34])=[O:65])=[CH:58][C:56]=3[N:57]=2)[CH:46]=1. The catalyst class is: 9. (4) Reactant: [NH2:1][C:2]1[CH:3]=[C:4]([CH:21]=[CH:22][CH:23]=1)[O:5][C:6]1[CH:7]=[CH:8][C:9]2[N:10]([CH:12]=[C:13]([NH:15][C:16]([CH:18]3[CH2:20][CH2:19]3)=[O:17])[N:14]=2)[N:11]=1.[F:24][C:25]1[CH:33]=[CH:32][C:31]([C:34]([F:37])([F:36])[F:35])=[CH:30][C:26]=1[C:27](O)=[O:28].ON1C2C=CC=CC=2N=N1.Cl.C(N=C=NCCCN(C)C)C. Product: [CH:18]1([C:16]([NH:15][C:13]2[N:14]=[C:9]3[CH:8]=[CH:7][C:6]([O:5][C:4]4[CH:3]=[C:2]([NH:1][C:27](=[O:28])[C:26]5[CH:30]=[C:31]([C:34]([F:35])([F:36])[F:37])[CH:32]=[CH:33][C:25]=5[F:24])[CH:23]=[CH:22][CH:21]=4)=[N:11][N:10]3[CH:12]=2)=[O:17])[CH2:20][CH2:19]1. The catalyst class is: 9. (5) Reactant: [Cl:1][C:2]1[CH:3]=[CH:4][C:5]([CH2:8][C:9]#[N:10])=[N:6][CH:7]=1.[Cl:11][C:12]1[C:13]([F:20])=[C:14]([CH:17]=[CH:18][CH:19]=1)[CH:15]=O.C[O-].[Na+]. Product: [Cl:11][C:12]1[C:13]([F:20])=[C:14](/[CH:15]=[C:8](/[C:5]2[CH:4]=[CH:3][C:2]([Cl:1])=[CH:7][N:6]=2)\[C:9]#[N:10])[CH:17]=[CH:18][CH:19]=1. The catalyst class is: 5. (6) Reactant: [Cl:1][C:2]1[C:7]([C:8]2[CH:13]=[CH:12][CH:11]=[CH:10][CH:9]=2)=[N:6][N:5]=[C:4]2[NH:14][N:15]=[C:16]([C:17]3[CH:22]=[CH:21][CH:20]=[CH:19][CH:18]=3)[C:3]=12.[O:23]1[CH2:26][CH:25](O)[CH2:24]1.C1(P(C2C=CC=CC=2)C2C=CC=CC=2)C=CC=CC=1.N(C(OCC)=O)=NC(OCC)=O. Product: [Cl:1][C:2]1[C:7]([C:8]2[CH:9]=[CH:10][CH:11]=[CH:12][CH:13]=2)=[N:6][N:5]=[C:4]2[N:14]([CH:25]3[CH2:26][O:23][CH2:24]3)[N:15]=[C:16]([C:17]3[CH:18]=[CH:19][CH:20]=[CH:21][CH:22]=3)[C:3]=12. The catalyst class is: 12. (7) Reactant: [NH2:1][C:2]1[CH:3]=[C:4]([C@@H:8]([N:10]2[CH2:15][CH2:14][N:13]([C:16]([C:18]3[CH:19]=[N:20][N:21]4[C:26]([C:27]([F:30])([F:29])[F:28])=[C:25]([CH3:31])[C:24]([C:32]5[CH:37]=[CH:36][C:35]([O:38][CH3:39])=[CH:34][CH:33]=5)=[N:23][C:22]=34)=[O:17])[C@H:12]([CH3:40])[CH2:11]2)[CH3:9])[CH:5]=[CH:6][CH:7]=1.[O-:41][C:42]#[N:43].[K+]. Product: [CH3:39][O:38][C:35]1[CH:36]=[CH:37][C:32]([C:24]2[C:25]([CH3:31])=[C:26]([C:27]([F:28])([F:30])[F:29])[N:21]3[N:20]=[CH:19][C:18]([C:16]([N:13]4[CH2:14][CH2:15][N:10]([C@H:8]([C:4]5[CH:3]=[C:2]([NH:1][C:42]([NH2:43])=[O:41])[CH:7]=[CH:6][CH:5]=5)[CH3:9])[CH2:11][C@H:12]4[CH3:40])=[O:17])=[C:22]3[N:23]=2)=[CH:33][CH:34]=1. The catalyst class is: 313.